This data is from Catalyst prediction with 721,799 reactions and 888 catalyst types from USPTO. The task is: Predict which catalyst facilitates the given reaction. (1) Reactant: S(Cl)(Cl)=O.[N+:5]([C:8]1[CH:9]=[C:10]([CH:14]=[C:15]([C:17]([F:20])([F:19])[F:18])[CH:16]=1)[C:11]([OH:13])=[O:12])([O-:7])=[O:6].[CH3:21]COC(C)=O. Product: [N+:5]([C:8]1[CH:9]=[C:10]([CH:14]=[C:15]([C:17]([F:18])([F:19])[F:20])[CH:16]=1)[C:11]([O:13][CH3:21])=[O:12])([O-:7])=[O:6]. The catalyst class is: 5. (2) Reactant: O=[C:2]([CH2:9][C:10]1[CH:15]=[C:14]([F:16])[C:13]([F:17])=[CH:12][C:11]=1[F:18])[CH2:3][C:4]([O:6][CH2:7][CH3:8])=[O:5].C([O-])(=O)C.[NH4+:23].CCCCCC. Product: [NH2:23][C:2]([CH2:9][C:10]1[CH:15]=[C:14]([F:16])[C:13]([F:17])=[CH:12][C:11]=1[F:18])=[CH:3][C:4]([O:6][CH2:7][CH3:8])=[O:5]. The catalyst class is: 125.